The task is: Predict the reaction yield, written as a fraction of the theoretical maximum amount of product (1.0 means a 100% yield; for example, 0.34 means a 34% yield).. This data is from Reaction yield outcomes from USPTO patents with 853,638 reactions. (1) The reactants are [NH2:1][C:2]1[C:3]([F:33])=[CH:4][C:5]([F:32])=[C:6]([C:8]2[C:9](=[O:31])[N:10]([CH2:29][CH3:30])[C:11]3[C:16]([CH:17]=2)=[CH:15][N:14]=[C:13]([N:18]([CH2:20][C:21]2[CH:26]=[CH:25][C:24]([O:27][CH3:28])=[CH:23][CH:22]=2)[CH3:19])[CH:12]=3)[CH:7]=1.[F:34][C:35]1[CH:40]=[CH:39][C:38]([F:41])=[CH:37][C:36]=1[N:42]=[C:43]=[O:44]. The catalyst is O1CCOCC1. The product is [CH3:28][O:27][C:24]1[CH:25]=[CH:26][C:21]([CH2:20][N:18]([CH3:19])[C:13]2[N:14]=[CH:15][CH:16]3[CH:11]([CH:12]=2)[N:10]([CH2:29][CH3:30])[C:9](=[O:31])[C:8]([C:6]2[C:5]([F:32])=[CH:4][C:3]([F:33])=[C:2]([NH:1][C:43]([NH:42][C:36]4[CH:37]=[C:38]([F:41])[CH:39]=[CH:40][C:35]=4[F:34])=[O:44])[CH:7]=2)=[CH:17]3)=[CH:22][CH:23]=1. The yield is 0.800. (2) The reactants are Br[CH:2]([CH3:13])[C:3]([C:5]1[CH:10]=[CH:9][C:8]([O:11][CH3:12])=[CH:7][CH:6]=1)=O.[NH2:14][C:15]([NH2:17])=[S:16]. The catalyst is CCO. The product is [CH3:12][O:11][C:8]1[CH:9]=[CH:10][C:5]([C:3]2[N:14]=[C:15]([NH2:17])[S:16][C:2]=2[CH3:13])=[CH:6][CH:7]=1. The yield is 0.780. (3) The reactants are [OH:1][C:2]1[CH:9]=[CH:8][C:5]([CH:6]=O)=[CH:4][CH:3]=1.N1CCCCC1.[C:16]([O:24][CH2:25][CH3:26])(=[O:23])[CH2:17][C:18]([O:20][CH2:21][CH3:22])=[O:19]. The catalyst is C1(C)C=CC=CC=1.C(O)(=O)C1C=CC=CC=1. The product is [CH2:21]([O:20][C:18](=[O:19])[C:17](=[CH:6][C:5]1[CH:8]=[CH:9][C:2]([OH:1])=[CH:3][CH:4]=1)[C:16]([O:24][CH2:25][CH3:26])=[O:23])[CH3:22]. The yield is 0.862. (4) No catalyst specified. The yield is 0.830. The reactants are [Br:1][C:2]1[C:10]([CH3:11])=[CH:9][CH:8]=[CH:7][C:3]=1[C:4]([OH:6])=[O:5].S(=O)(=O)(O)O.[CH3:17]O. The product is [Br:1][C:2]1[C:10]([CH3:11])=[CH:9][CH:8]=[CH:7][C:3]=1[C:4]([O:6][CH3:17])=[O:5]. (5) The reactants are [CH3:1][S:2]([N:5]1[CH2:10][CH2:9][C:8]2[N:11]([CH2:24][CH2:25][CH:26]=O)[N:12]=[C:13]([C:14]3[CH:19]=[CH:18][C:17]([C:20]([F:23])([F:22])[F:21])=[CH:16][CH:15]=3)[C:7]=2[CH2:6]1)(=[O:4])=[O:3].Cl.[NH:29]1[CH2:34][CH2:33][CH:32]([N:35]2[C:39]3[CH:40]=[CH:41][CH:42]=[CH:43][C:38]=3[N:37]=[N:36]2)[CH2:31][CH2:30]1.CC(O)=O.[BH-](OC(C)=O)(OC(C)=O)OC(C)=O.[Na+].C([O-])(O)=O.[Na+]. The catalyst is C(Cl)Cl.CCN(CC)CC. The product is [CH3:1][S:2]([N:5]1[CH2:10][CH2:9][C:8]2[N:11]([CH2:24][CH2:25][CH2:26][N:29]3[CH2:30][CH2:31][CH:32]([N:35]4[C:39]5[CH:40]=[CH:41][CH:42]=[CH:43][C:38]=5[N:37]=[N:36]4)[CH2:33][CH2:34]3)[N:12]=[C:13]([C:14]3[CH:19]=[CH:18][C:17]([C:20]([F:23])([F:22])[F:21])=[CH:16][CH:15]=3)[C:7]=2[CH2:6]1)(=[O:4])=[O:3]. The yield is 0.800.